From a dataset of NCI-60 drug combinations with 297,098 pairs across 59 cell lines. Regression. Given two drug SMILES strings and cell line genomic features, predict the synergy score measuring deviation from expected non-interaction effect. (1) Drug 1: CC1C(C(CC(O1)OC2CC(OC(C2O)C)OC3=CC4=CC5=C(C(=O)C(C(C5)C(C(=O)C(C(C)O)O)OC)OC6CC(C(C(O6)C)O)OC7CC(C(C(O7)C)O)OC8CC(C(C(O8)C)O)(C)O)C(=C4C(=C3C)O)O)O)O. Drug 2: C(CN)CNCCSP(=O)(O)O. Cell line: BT-549. Synergy scores: CSS=25.3, Synergy_ZIP=-1.01, Synergy_Bliss=-2.16, Synergy_Loewe=-32.4, Synergy_HSA=-1.99. (2) Drug 1: CS(=O)(=O)CCNCC1=CC=C(O1)C2=CC3=C(C=C2)N=CN=C3NC4=CC(=C(C=C4)OCC5=CC(=CC=C5)F)Cl. Drug 2: CCN(CC)CCNC(=O)C1=C(NC(=C1C)C=C2C3=C(C=CC(=C3)F)NC2=O)C. Cell line: MOLT-4. Synergy scores: CSS=4.24, Synergy_ZIP=-4.41, Synergy_Bliss=-7.03, Synergy_Loewe=-11.3, Synergy_HSA=-4.34.